Dataset: NCI-60 drug combinations with 297,098 pairs across 59 cell lines. Task: Regression. Given two drug SMILES strings and cell line genomic features, predict the synergy score measuring deviation from expected non-interaction effect. (1) Drug 1: CC1OCC2C(O1)C(C(C(O2)OC3C4COC(=O)C4C(C5=CC6=C(C=C35)OCO6)C7=CC(=C(C(=C7)OC)O)OC)O)O. Drug 2: C1=CC(=CC=C1CC(C(=O)O)N)N(CCCl)CCCl.Cl. Cell line: OVCAR-8. Synergy scores: CSS=35.3, Synergy_ZIP=1.78, Synergy_Bliss=8.59, Synergy_Loewe=4.86, Synergy_HSA=8.55. (2) Drug 2: CCC1(C2=C(COC1=O)C(=O)N3CC4=CC5=C(C=CC(=C5CN(C)C)O)N=C4C3=C2)O.Cl. Synergy scores: CSS=61.8, Synergy_ZIP=0.548, Synergy_Bliss=3.07, Synergy_Loewe=-12.0, Synergy_HSA=4.08. Drug 1: CC1CCC2CC(C(=CC=CC=CC(CC(C(=O)C(C(C(=CC(C(=O)CC(OC(=O)C3CCCCN3C(=O)C(=O)C1(O2)O)C(C)CC4CCC(C(C4)OC)O)C)C)O)OC)C)C)C)OC. Cell line: DU-145. (3) Drug 1: C1CCN(CC1)CCOC2=CC=C(C=C2)C(=O)C3=C(SC4=C3C=CC(=C4)O)C5=CC=C(C=C5)O. Drug 2: C1C(C(OC1N2C=C(C(=O)NC2=O)F)CO)O. Cell line: RPMI-8226. Synergy scores: CSS=29.2, Synergy_ZIP=3.78, Synergy_Bliss=3.43, Synergy_Loewe=-4.76, Synergy_HSA=-0.283. (4) Drug 1: CCC1=C2CN3C(=CC4=C(C3=O)COC(=O)C4(CC)O)C2=NC5=C1C=C(C=C5)O. Drug 2: CNC(=O)C1=NC=CC(=C1)OC2=CC=C(C=C2)NC(=O)NC3=CC(=C(C=C3)Cl)C(F)(F)F. Cell line: SF-268. Synergy scores: CSS=16.8, Synergy_ZIP=-7.46, Synergy_Bliss=1.08, Synergy_Loewe=-34.5, Synergy_HSA=-1.43. (5) Drug 1: CC1C(C(=O)NC(C(=O)N2CCCC2C(=O)N(CC(=O)N(C(C(=O)O1)C(C)C)C)C)C(C)C)NC(=O)C3=C4C(=C(C=C3)C)OC5=C(C(=O)C(=C(C5=N4)C(=O)NC6C(OC(=O)C(N(C(=O)CN(C(=O)C7CCCN7C(=O)C(NC6=O)C(C)C)C)C)C(C)C)C)N)C. Drug 2: CCCCCOC(=O)NC1=NC(=O)N(C=C1F)C2C(C(C(O2)C)O)O. Cell line: CAKI-1. Synergy scores: CSS=-8.07, Synergy_ZIP=3.77, Synergy_Bliss=-1.12, Synergy_Loewe=-8.63, Synergy_HSA=-8.59. (6) Drug 1: CC(C)NC(=O)C1=CC=C(C=C1)CNNC.Cl. Drug 2: CC1=C(C(=O)C2=C(C1=O)N3CC4C(C3(C2COC(=O)N)OC)N4)N. Cell line: SF-295. Synergy scores: CSS=11.3, Synergy_ZIP=-7.75, Synergy_Bliss=-9.36, Synergy_Loewe=-40.6, Synergy_HSA=-8.70. (7) Drug 1: CCC1=CC2CC(C3=C(CN(C2)C1)C4=CC=CC=C4N3)(C5=C(C=C6C(=C5)C78CCN9C7C(C=CC9)(C(C(C8N6C)(C(=O)OC)O)OC(=O)C)CC)OC)C(=O)OC.C(C(C(=O)O)O)(C(=O)O)O. Drug 2: CCC1(CC2CC(C3=C(CCN(C2)C1)C4=CC=CC=C4N3)(C5=C(C=C6C(=C5)C78CCN9C7C(C=CC9)(C(C(C8N6C=O)(C(=O)OC)O)OC(=O)C)CC)OC)C(=O)OC)O.OS(=O)(=O)O. Cell line: SK-MEL-5. Synergy scores: CSS=60.6, Synergy_ZIP=6.90, Synergy_Bliss=7.97, Synergy_Loewe=5.87, Synergy_HSA=10.1. (8) Cell line: MDA-MB-435. Drug 2: C1C(C(OC1N2C=NC3=C2NC=NCC3O)CO)O. Drug 1: CN1CCC(CC1)COC2=C(C=C3C(=C2)N=CN=C3NC4=C(C=C(C=C4)Br)F)OC. Synergy scores: CSS=2.25, Synergy_ZIP=2.67, Synergy_Bliss=5.26, Synergy_Loewe=0.907, Synergy_HSA=2.38.